This data is from Forward reaction prediction with 1.9M reactions from USPTO patents (1976-2016). The task is: Predict the product of the given reaction. (1) The product is: [CH3:21][NH:20][C:18]([C:14]1[CH:13]=[C:12]([O:8][C:5]2[CH:6]=[CH:7][C:2]([NH2:1])=[CH:3][CH:4]=2)[CH:17]=[CH:16][N:15]=1)=[O:19]. Given the reactants [NH2:1][C:2]1[CH:7]=[CH:6][C:5]([OH:8])=[CH:4][CH:3]=1.[H-].[Na+].Cl[C:12]1[CH:17]=[CH:16][N:15]=[C:14]([C:18]([NH:20][CH3:21])=[O:19])[CH:13]=1.C([O-])([O-])=O.[K+].[K+], predict the reaction product. (2) The product is: [NH:1]1[C:5]2[CH:6]=[C:7]([C:10]3[NH:29][C:30]4[N:34]([N:33]=[C:32]([C:35]([O:37][CH3:38])=[O:36])[N:31]=4)[C:12](=[O:14])[CH:11]=3)[CH:8]=[CH:9][C:4]=2[N:3]=[N:2]1. Given the reactants [NH:1]1[C:5]2[CH:6]=[C:7]([C:10](=O)[CH2:11][C:12]([O:14]CC)=O)[CH:8]=[CH:9][C:4]=2[N:3]=[N:2]1.CC1C=CC(S(O)(=O)=O)=CC=1.[NH2:29][C:30]1[NH:34][N:33]=[C:32]([C:35]([O:37][CH3:38])=[O:36])[N:31]=1, predict the reaction product.